Dataset: Catalyst prediction with 721,799 reactions and 888 catalyst types from USPTO. Task: Predict which catalyst facilitates the given reaction. (1) Product: [CH:2]([C:3]1[CH:4]=[CH:5][C:6]([CH:9]2[CH2:14][N:13]([C:15]([O:17][C:18]([CH3:20])([CH3:21])[CH3:19])=[O:16])[CH2:12][CH2:11][N:10]2[C:22]([O:24][C:25]([CH3:28])([CH3:27])[CH3:26])=[O:23])=[CH:7][CH:8]=1)=[O:1]. The catalyst class is: 704. Reactant: [OH:1][CH2:2][C:3]1[CH:8]=[CH:7][C:6]([CH:9]2[CH2:14][N:13]([C:15]([O:17][C:18]([CH3:21])([CH3:20])[CH3:19])=[O:16])[CH2:12][CH2:11][N:10]2[C:22]([O:24][C:25]([CH3:28])([CH3:27])[CH3:26])=[O:23])=[CH:5][CH:4]=1. (2) Reactant: [CH3:1][O:2][C:3]1[CH:4]=[C:5]2[C:10](=[CH:11][C:12]=1[O:13][CH3:14])[N:9]=[CH:8][CH:7]=[C:6]2[O:15][C:16]1[CH:22]=[CH:21][C:19]([NH2:20])=[C:18]([CH3:23])[CH:17]=1.C(N(CC)CC)C.ClC(Cl)(O[C:35](=[O:41])OC(Cl)(Cl)Cl)Cl.[CH3:43][C:44]1[S:48][C:47]([CH:49]([NH2:51])[CH3:50])=[N:46][CH:45]=1. Product: [CH3:1][O:2][C:3]1[CH:4]=[C:5]2[C:10](=[CH:11][C:12]=1[O:13][CH3:14])[N:9]=[CH:8][CH:7]=[C:6]2[O:15][C:16]1[CH:22]=[CH:21][C:19]([NH:20][C:35]([NH:51][CH:49]([C:47]2[S:48][C:44]([CH3:43])=[CH:45][N:46]=2)[CH3:50])=[O:41])=[C:18]([CH3:23])[CH:17]=1. The catalyst class is: 22. (3) Reactant: [H-].[Na+].[Si:3]([O:10][CH2:11][CH:12]([OH:19])[C:13]#[C:14][Si](C)(C)C)([C:6]([CH3:9])([CH3:8])[CH3:7])([CH3:5])[CH3:4].[CH3:20]I. Product: [C:6]([Si:3]([O:10][CH2:11][CH:12]([O:19][CH3:20])[C:13]#[CH:14])([CH3:5])[CH3:4])([CH3:9])([CH3:8])[CH3:7]. The catalyst class is: 1.